Dataset: Forward reaction prediction with 1.9M reactions from USPTO patents (1976-2016). Task: Predict the product of the given reaction. (1) Given the reactants C([O:3][C:4]1[CH:9]=[C:8]([Br:10])[CH:7]=[CH:6][C:5]=1[O:11][CH2:12][CH:13]1[CH2:15][O:14]1)=O.[OH-].[K+].[OH-].[Na+].O, predict the reaction product. The product is: [Br:10][C:8]1[CH:7]=[CH:6][C:5]2[O:11][CH2:12][CH:13]([CH2:15][OH:14])[O:3][C:4]=2[CH:9]=1. (2) Given the reactants [Cl:1]/[CH:2]=[CH:3]\Cl.[C:5]([Si:9]([CH3:20])([CH3:19])[O:10][CH2:11][CH2:12][CH2:13][CH2:14][CH2:15][CH2:16]C=C)([CH3:8])([CH3:7])[CH3:6], predict the reaction product. The product is: [C:5]([Si:9]([O:10][CH2:11][CH2:12][CH2:13][CH2:14][CH2:15][CH2:16]/[CH:3]=[CH:2]\[Cl:1])([CH3:19])[CH3:20])([CH3:7])([CH3:8])[CH3:6]. (3) Given the reactants [Cl:1][C:2]1[CH:7]=[CH:6][C:5]([CH2:8][C:9](=[O:11])[CH3:10])=[CH:4][C:3]=1[S:12](Cl)(=[O:14])=[O:13].S([O-])([O-])=O.[Na+].[Na+].[C:22](=O)([O-])O.[Na+].IC, predict the reaction product. The product is: [Cl:1][C:2]1[CH:7]=[CH:6][C:5]([CH2:8][C:9](=[O:11])[CH3:10])=[CH:4][C:3]=1[S:12]([CH3:22])(=[O:14])=[O:13]. (4) The product is: [CH2:1]([O:8][C:9]([N:11]1[CH2:16][CH2:15][CH:14]([N:17]([C:27]2[CH:32]=[CH:31][C:30]([CH2:33][NH:34][C:42](=[O:44])[CH3:43])=[CH:29][CH:28]=2)[CH2:18][C:19]2[CH:24]=[CH:23][CH:22]=[C:21]([C:25]#[N:26])[CH:20]=2)[CH2:13][CH2:12]1)=[O:10])[C:2]1[CH:7]=[CH:6][CH:5]=[CH:4][CH:3]=1. Given the reactants [CH2:1]([O:8][C:9]([N:11]1[CH2:16][CH2:15][CH:14]([N:17]([C:27]2[CH:32]=[CH:31][C:30]([CH2:33][NH2:34])=[CH:29][CH:28]=2)[CH2:18][C:19]2[CH:24]=[CH:23][CH:22]=[C:21]([C:25]#[N:26])[CH:20]=2)[CH2:13][CH2:12]1)=[O:10])[C:2]1[CH:7]=[CH:6][CH:5]=[CH:4][CH:3]=1.CCN(CC)CC.[C:42](OC(=O)C)(=[O:44])[CH3:43], predict the reaction product. (5) Given the reactants [C:1]([O:5][C:6]([N:8]1[CH2:13][CH2:12][N:11]([CH2:14][C:15]2[CH:16]=[C:17]3[C:21](=[CH:22][CH:23]=2)[NH:20][CH:19]=[CH:18]3)[CH2:10][CH2:9]1)=[O:7])([CH3:4])([CH3:3])[CH3:2].[C:24]([O:28][C:29](O[C:29]([O:28][C:24]([CH3:27])([CH3:26])[CH3:25])=[O:30])=[O:30])([CH3:27])([CH3:26])[CH3:25], predict the reaction product. The product is: [C:1]([O:5][C:6]([N:8]1[CH2:13][CH2:12][N:11]([CH2:14][C:15]2[CH:16]=[C:17]3[C:21](=[CH:22][CH:23]=2)[N:20]([C:29]([O:28][C:24]([CH3:27])([CH3:26])[CH3:25])=[O:30])[CH:19]=[CH:18]3)[CH2:10][CH2:9]1)=[O:7])([CH3:4])([CH3:2])[CH3:3]. (6) Given the reactants Cl.[NH:2]1[C:10]2[C:5](=[CH:6][C:7]([NH:11][C:12]3[C:17]([C:18]#[N:19])=[CH:16][N:15]=[C:14]4[S:20][C:21](I)=[CH:22][C:13]=34)=[CH:8][CH:9]=2)[CH:4]=[CH:3]1.[CH:24]([C:26]1[CH:27]=[C:28](B(O)O)[CH:29]=[CH:30][CH:31]=1)=[O:25], predict the reaction product. The product is: [CH:24]([C:26]1[CH:31]=[C:30]([C:21]2[S:20][C:14]3=[N:15][CH:16]=[C:17]([C:18]#[N:19])[C:12]([NH:11][C:7]4[CH:6]=[C:5]5[C:10](=[CH:9][CH:8]=4)[NH:2][CH:3]=[CH:4]5)=[C:13]3[CH:22]=2)[CH:29]=[CH:28][CH:27]=1)=[O:25]. (7) Given the reactants [Cl:1][C:2]1[N:3]=[N:4][C:5](Cl)=[C:6]([CH3:9])[C:7]=1[CH3:8].[F:11][C:12]1[CH:17]=[CH:16][C:15]([CH2:18][N:19]([CH3:26])[CH:20]2[CH2:25][CH2:24][NH:23][CH2:22][CH2:21]2)=[C:14]([C:27]([F:30])([F:29])[F:28])[CH:13]=1.C(=O)([O-])[O-].[Na+].[Na+], predict the reaction product. The product is: [Cl:1][C:2]1[N:3]=[N:4][C:5]([N:23]2[CH2:24][CH2:25][CH:20]([N:19]([CH2:18][C:15]3[CH:16]=[CH:17][C:12]([F:11])=[CH:13][C:14]=3[C:27]([F:29])([F:28])[F:30])[CH3:26])[CH2:21][CH2:22]2)=[C:6]([CH3:9])[C:7]=1[CH3:8]. (8) Given the reactants [F:1][C:2]1[C:7]([F:8])=[CH:6][CH:5]=[CH:4][C:3]=1[C@@H:9]1[CH2:19][CH2:18][C@@H:17]([O:20][Si](C(C)C)(C(C)C)C(C)C)[C:12]2=[N:13][CH:14]=[CH:15][CH:16]=[C:11]2[C@@H:10]1[OH:31].CCCC[N+](CCCC)(CCCC)CCCC.[F-].C(OCC)(=O)C.CCCCCC, predict the reaction product. The product is: [F:1][C:2]1[C:7]([F:8])=[CH:6][CH:5]=[CH:4][C:3]=1[C@@H:9]1[CH2:19][CH2:18][C@@H:17]([OH:20])[C:12]2=[N:13][CH:14]=[CH:15][CH:16]=[C:11]2[C@@H:10]1[OH:31]. (9) Given the reactants C([O:3][C:4](=[O:23])[CH:5]([C:20](=O)[CH3:21])[CH2:6][C:7](=O)[CH2:8][C@@H:9]([O:11][CH2:12][C:13]1[CH:18]=[CH:17][CH:16]=[CH:15][CH:14]=1)[CH3:10])C.[Cl:24][C:25]1[CH:31]=[CH:30][C:28]([NH2:29])=[C:27]([CH3:32])[CH:26]=1.O, predict the reaction product. The product is: [Cl:24][C:25]1[CH:31]=[CH:30][C:28]([N:29]2[C:7]([CH2:8][C@@H:9]([O:11][CH2:12][C:13]3[CH:14]=[CH:15][CH:16]=[CH:17][CH:18]=3)[CH3:10])=[CH:6][C:5]([C:4]([OH:3])=[O:23])=[C:20]2[CH3:21])=[C:27]([CH3:32])[CH:26]=1.